This data is from Reaction yield outcomes from USPTO patents with 853,638 reactions. The task is: Predict the reaction yield, written as a fraction of the theoretical maximum amount of product (1.0 means a 100% yield; for example, 0.34 means a 34% yield). (1) The yield is 0.480. The catalyst is ClCCl.O. The product is [CH3:12][C:11]1[CH:16]=[CH:17][N:22]([C:23]2[CH:28]=[CH:27][CH:26]=[CH:25][C:24]=2[OH:29])[CH:10]=1. The reactants are C([Al]CC(C)C)C(C)C.[CH3:10][CH:11]([CH2:16][C:17](OC)=O)[C:12](OC)=O.Cl.[NH2:22][C:23]1[CH:28]=[CH:27][CH:26]=[CH:25][C:24]=1[OH:29]. (2) The yield is 0.950. The catalyst is Cl.CCOCC. The reactants are [N:1]([CH2:4][CH2:5][O:6][CH2:7][CH2:8][O:9][CH2:10][CH2:11][O:12][CH2:13][CH2:14][O:15][CH2:16][CH2:17][O:18][CH2:19][CH2:20][N:21]=[N+]=[N-])=[N+:2]=[N-:3].C1(P(C2C=CC=CC=2)C2C=CC=CC=2)C=CC=CC=1. The product is [N:1]([CH2:4][CH2:5][O:6][CH2:7][CH2:8][O:9][CH2:10][CH2:11][O:12][CH2:13][CH2:14][O:15][CH2:16][CH2:17][O:18][CH2:19][CH2:20][NH2:21])=[N+:2]=[N-:3]. (3) The reactants are [Br:1][C:2]1[CH:3]=[C:4]([CH:7]=[CH:8][CH:9]=1)[CH:5]=O.[CH3:10][C:11]([S@:14]([NH2:16])=[O:15])([CH3:13])[CH3:12].C([O-])([O-])=O.[Cs+].[Cs+]. The catalyst is C(Cl)Cl. The product is [Br:1][C:2]1[CH:3]=[C:4](/[CH:5]=[N:16]/[S@@:14]([C:11]([CH3:13])([CH3:12])[CH3:10])=[O:15])[CH:7]=[CH:8][CH:9]=1. The yield is 0.970.